From a dataset of Experimentally validated miRNA-target interactions with 360,000+ pairs, plus equal number of negative samples. Binary Classification. Given a miRNA mature sequence and a target amino acid sequence, predict their likelihood of interaction. (1) The miRNA is mmu-miR-135a-2-3p with sequence UGUAGGGAUGGAAGCCAUGAA. The protein sequence of the target gene is MLFSLRELVQWLGFATFEIFVHLLALLVFSVLLALRVDGLVPGLSWWNVFVPFFAADGLSTYFTTIVSVRLFQDGEKRLAVLRLFWVLTVLSLKFVFEMLLCQKLAEQTRELWFGLITSPLFILLQLLMIRACRVN. Result: 0 (no interaction). (2) The miRNA is hsa-miR-1248 with sequence ACCUUCUUGUAUAAGCACUGUGCUAAA. The protein sequence of the target gene is MRLPGVPLARPALLLLLPLLAPLLGTGAPAELRVRVRLPDGQVTEESLQADSDADSISLELRKPDGTLVSFTADFKKDVKVFRALILGELEKGQSQFQALCFVTQLQHNEIIPSEAMAKLRQKNPRAVRQAEEVRGLEHLHMDVAVNFSQGALLSPHLHNVCAEAVDAIYTRQEDVRFWLEQGVDSSVFEALPKASEQAELPRCRQVGDHGKPCVCRYGLSLAWYPCMLKYCHSRDRPTPYKCGIRSCQKSYSFDFYVPQRQLCLWDEDPYPG. Result: 1 (interaction). (3) The miRNA is hsa-miR-6814-3p with sequence ACUCGCAUCCUUCCCUUGGCAG. The protein sequence of the target gene is MFSKLTSILQHAVEALAPSLPLQEDFVYHWKAITHYYIETSDDKAPVTDTNIPSHLEQMLDILVQEENERESGETGPCMEYLLHHKILETLYTLGKADCPPGMKQQVLVFYTKLLGRIRQPLLPHINVHRPVQKLIRLCGEVLATPTENEEIQFLCIVCAKLKQDPYLVNFFLENKSKSLVSRGALSVISEDGPKGQDPGSGDVSQCQQPQELSGATGVEPTESEEEPPHQMDDLSASLDDLNVTSLPEASAVRPNQDYNLVNSLLNLTRSPDGRIAVKACEGLMLLVSLPEPAAAKCLA.... Result: 0 (no interaction). (4) The miRNA is mmu-miR-3060-3p with sequence CCAUAGCACAGAAGCACUCCCA. The protein sequence of the target gene is MVIRVYIASSSGSTAIKKKQQDVLGFLEANKIGFEEKDIAANEENRKWMRENVPENSRPATGYPLPPQIFNESQYRGDYDAFFEARENNAVYAFLGLTAPPGSKEAEVQAKQQA. Result: 0 (no interaction).